Predict the reaction yield, written as a fraction of the theoretical maximum amount of product (1.0 means a 100% yield; for example, 0.34 means a 34% yield). From a dataset of Reaction yield outcomes from USPTO patents with 853,638 reactions. (1) The catalyst is O1CCOCC1.[O-2].[O-2].[Mn+4]. The product is [C:1]([O:5][C:6](=[O:25])[NH:7][CH2:8][CH2:9][N:10]1[C:14]([CH:15]=[O:16])=[CH:13][C:12]([CH2:17][O:18][C:19]2[CH:20]=[CH:21][CH:22]=[CH:23][CH:24]=2)=[N:11]1)([CH3:4])([CH3:2])[CH3:3]. The yield is 0.440. The reactants are [C:1]([O:5][C:6](=[O:25])[NH:7][CH2:8][CH2:9][N:10]1[C:14]([CH2:15][OH:16])=[CH:13][C:12]([CH2:17][O:18][C:19]2[CH:24]=[CH:23][CH:22]=[CH:21][CH:20]=2)=[N:11]1)([CH3:4])([CH3:3])[CH3:2]. (2) The reactants are [Cl:1][C:2]1[CH:16]=[CH:15][C:5]([CH2:6][N:7]2[CH:12]=[C:11](Br)[N:10]=[CH:9][C:8]2=[O:14])=[CH:4][CH:3]=1.[CH3:17][O:18][C:19]1[CH:24]=[CH:23][C:22](B(O)O)=[CH:21][CH:20]=1. No catalyst specified. The product is [Cl:1][C:2]1[CH:16]=[CH:15][C:5]([CH2:6][N:7]2[CH:12]=[C:11]([C:22]3[CH:23]=[CH:24][C:19]([O:18][CH3:17])=[CH:20][CH:21]=3)[N:10]=[CH:9][C:8]2=[O:14])=[CH:4][CH:3]=1. The yield is 0.710.